Dataset: Catalyst prediction with 721,799 reactions and 888 catalyst types from USPTO. Task: Predict which catalyst facilitates the given reaction. (1) Reactant: [CH:1]1([C:7]2[O:11][N:10]=[C:9]([C:12]3[O:16][N:15]=[C:14]4[C:17]5[C:22]([CH2:23][CH2:24][C:13]=34)=[CH:21][C:20]([CH:25]=C)=[CH:19][CH:18]=5)[C:8]=2[C:27]([F:30])([F:29])[F:28])[CH2:6][CH2:5][CH2:4][CH2:3][CH2:2]1.[O:31]=[O+][O-].C(N(CC)CC)C. Product: [CH:1]1([C:7]2[O:11][N:10]=[C:9]([C:12]3[O:16][N:15]=[C:14]4[C:17]5[C:22]([CH2:23][CH2:24][C:13]=34)=[CH:21][C:20]([CH:25]=[O:31])=[CH:19][CH:18]=5)[C:8]=2[C:27]([F:30])([F:29])[F:28])[CH2:6][CH2:5][CH2:4][CH2:3][CH2:2]1. The catalyst class is: 4. (2) The catalyst class is: 5. Product: [Br:1][C:2]1[CH:9]=[CH:8][C:5]([CH2:6][NH:16][CH2:11][CH2:12][CH:13]([CH3:15])[CH3:14])=[C:4]([Cl:10])[CH:3]=1. Reactant: [Br:1][C:2]1[CH:9]=[CH:8][C:5]([CH:6]=O)=[C:4]([Cl:10])[CH:3]=1.[CH2:11]([NH2:16])[CH2:12][CH:13]([CH3:15])[CH3:14].[BH4-].[Na+].